This data is from Forward reaction prediction with 1.9M reactions from USPTO patents (1976-2016). The task is: Predict the product of the given reaction. (1) Given the reactants [Cl:1][C:2]1[CH:3]=[N:4][C:5]2[N:6]([N:8]=[C:9]([C:11]([OH:13])=O)[CH:10]=2)[CH:7]=1.[CH3:14][CH:15]1[CH2:20][C:19]([C:21]2[NH:22][CH:23]=[CH:24][CH:25]=2)=[CH:18][CH2:17][NH:16]1, predict the reaction product. The product is: [Cl:1][C:2]1[CH:3]=[N:4][C:5]2[N:6]([N:8]=[C:9]([C:11]([N:16]3[CH2:17][CH:18]=[C:19]([C:21]4[NH:22][CH:23]=[CH:24][CH:25]=4)[CH2:20][CH:15]3[CH3:14])=[O:13])[CH:10]=2)[CH:7]=1. (2) Given the reactants [Cl:1][C:2]1[CH:10]=[CH:9][C:8]([F:11])=[C:7]2[C:3]=1[CH2:4][CH2:5][C:6]2=[O:12].[BH4-].[Na+].Cl.O.C1(C)C=CC(S(O)(=O)=O)=CC=1.C1C(=O)N([Br:35])C(=O)C1, predict the reaction product. The product is: [Br:35][CH:5]1[CH2:4][C:3]2[C:7](=[C:8]([F:11])[CH:9]=[CH:10][C:2]=2[Cl:1])[CH:6]1[OH:12]. (3) Given the reactants [C:1]([O:4][C:5]1[CH:10]=[CH:9][C:8]([OH:11])=[CH:7][C:6]=1[C:12]([CH3:15])([CH3:14])[CH3:13])(=[O:3])[CH3:2].C1N2CN3CN(C2)CN1C3.O.FC(F)(F)[C:29](O)=[O:30], predict the reaction product. The product is: [C:1]([O:4][C:5]1[C:6]([C:12]([CH3:15])([CH3:14])[CH3:13])=[CH:7][C:8]([OH:11])=[C:9]([CH:10]=1)[CH:29]=[O:30])(=[O:3])[CH3:2]. (4) Given the reactants [C:1]([C:5]1[CH:14]=[CH:13][C:8]([CH2:9][NH:10][CH2:11][CH3:12])=[CH:7][CH:6]=1)([CH3:4])([CH3:3])[CH3:2].C(N(C(C)C)C(C)C)C.Cl[C:25](=[O:47])[CH2:26][O:27][C:28]1[CH:33]=[CH:32][C:31]([CH2:34][CH2:35][O:36][C:37]2[CH:46]=[CH:45][CH:44]=[CH:43][C:38]=2[C:39]([O:41][CH3:42])=[O:40])=[CH:30][CH:29]=1, predict the reaction product. The product is: [C:1]([C:5]1[CH:6]=[CH:7][C:8]([CH2:9][N:10]([CH2:11][CH3:12])[C:25](=[O:47])[CH2:26][O:27][C:28]2[CH:33]=[CH:32][C:31]([CH2:34][CH2:35][O:36][C:37]3[CH:46]=[CH:45][CH:44]=[CH:43][C:38]=3[C:39]([O:41][CH3:42])=[O:40])=[CH:30][CH:29]=2)=[CH:13][CH:14]=1)([CH3:3])([CH3:2])[CH3:4]. (5) Given the reactants [F:1][C:2]1[CH:22]=[CH:21][CH:20]=[CH:19][C:3]=1[C:4]([NH:6][C:7]1[CH:12]=[CH:11][C:10]([C:13]([NH:15][NH2:16])=[O:14])=[C:9]([O:17][CH3:18])[CH:8]=1)=[O:5].[N:23]([CH2:26][CH2:27][CH2:28][N:29]1[CH2:34][CH2:33][CH2:32][CH2:31][CH2:30]1)=[C:24]=[S:25], predict the reaction product. The product is: [F:1][C:2]1[CH:22]=[CH:21][CH:20]=[CH:19][C:3]=1[C:4]([NH:6][C:7]1[CH:12]=[CH:11][C:10]([C:13]([NH:15][NH:16][C:24]([NH:23][CH2:26][CH2:27][CH2:28][N:29]2[CH2:34][CH2:33][CH2:32][CH2:31][CH2:30]2)=[S:25])=[O:14])=[C:9]([O:17][CH3:18])[CH:8]=1)=[O:5]. (6) Given the reactants Cl[CH2:2]/[CH:3]=[CH:4]/[C:5]([N:7]1[CH2:28][CH2:27][C:10]2[C:11]3[C:16]([NH:17][C:18]4[CH:23]=[CH:22][C:21]([Cl:24])=[C:20]([Cl:25])[CH:19]=4)=[N:15][CH:14]=[N:13][C:12]=3[S:26][C:9]=2[CH2:8]1)=[O:6].[N:29]1[CH:34]=[CH:33][CH:32]=[CH:31][C:30]=1[N:35]1[CH2:40][CH2:39][NH:38][CH2:37][CH2:36]1, predict the reaction product. The product is: [Cl:25][C:20]1[CH:19]=[C:18]([NH:17][C:16]2[C:11]3[C:10]4[CH2:27][CH2:28][N:7]([C:5](=[O:6])/[CH:4]=[CH:3]/[CH2:2][N:38]5[CH2:39][CH2:40][N:35]([C:30]6[CH:31]=[CH:32][CH:33]=[CH:34][N:29]=6)[CH2:36][CH2:37]5)[CH2:8][C:9]=4[S:26][C:12]=3[N:13]=[CH:14][N:15]=2)[CH:23]=[CH:22][C:21]=1[Cl:24]. (7) Given the reactants [CH3:1][C:2]1[CH:3]=[C:4]2[C:10]([C:11]([O:13][CH3:14])=[O:12])=[N:9][NH:8][C:5]2=[CH:6][N:7]=1.[I:15][C:16]1[CH:17]=[C:18](B(O)O)[CH:19]=[CH:20][CH:21]=1, predict the reaction product. The product is: [I:15][C:16]1[CH:21]=[C:20]([N:8]2[C:5]3=[CH:6][N:7]=[C:2]([CH3:1])[CH:3]=[C:4]3[C:10]([C:11]([O:13][CH3:14])=[O:12])=[N:9]2)[CH:19]=[CH:18][CH:17]=1.